From a dataset of Forward reaction prediction with 1.9M reactions from USPTO patents (1976-2016). Predict the product of the given reaction. (1) Given the reactants [C:1]([C:5]1[O:9][N:8]=[C:7]([NH:10][C:11]([NH:13][C:14]2[CH:19]=[CH:18][CH:17]=[C:16]([C:20]#[C:21][C:22]3[C:23](Cl)=[N:24][CH:25]=[N:26][CH:27]=3)[CH:15]=2)=[O:12])[CH:6]=1)([CH3:4])([CH3:3])[CH3:2].[NH2:29][C:30]1[CH:34]=[C:33]([C:35]([CH3:38])([CH3:37])[CH3:36])[O:32][N:31]=1, predict the reaction product. The product is: [C:1]([C:5]1[O:9][N:8]=[C:7]([NH:10][C:11]([NH:13][C:14]2[CH:19]=[CH:18][CH:17]=[C:16]([C:20]#[C:21][C:22]3[C:23]([NH:29][C:30]4[CH:34]=[C:33]([C:35]([CH3:38])([CH3:37])[CH3:36])[O:32][N:31]=4)=[N:24][CH:25]=[N:26][CH:27]=3)[CH:15]=2)=[O:12])[CH:6]=1)([CH3:4])([CH3:3])[CH3:2]. (2) Given the reactants [P:1]([OH:40])([OH:39])([O:3][CH:4]([N:6]1[C:10]2=[N:11][CH:12]=[C:13]([C:15]3[CH:20]=[CH:19][C:18]([Cl:21])=[CH:17][CH:16]=3)[CH:14]=[C:9]2[C:8]([C:22](=[O:38])[C:23]2[C:28]([F:29])=[CH:27][CH:26]=[C:25]([NH:30][S:31]([CH2:34][CH2:35][CH3:36])(=[O:33])=[O:32])[C:24]=2[F:37])=[CH:7]1)[CH3:5])=[O:2].[OH-].[Na+:42], predict the reaction product. The product is: [P:1]([O-:39])([O-:40])([O:3][CH:4]([N:6]1[C:10]2=[N:11][CH:12]=[C:13]([C:15]3[CH:20]=[CH:19][C:18]([Cl:21])=[CH:17][CH:16]=3)[CH:14]=[C:9]2[C:8]([C:22](=[O:38])[C:23]2[C:28]([F:29])=[CH:27][CH:26]=[C:25]([NH:30][S:31]([CH2:34][CH2:35][CH3:36])(=[O:33])=[O:32])[C:24]=2[F:37])=[CH:7]1)[CH3:5])=[O:2].[Na+:42].[Na+:42]. (3) Given the reactants [NH2:1][C:2]1[CH:31]=[CH:30][C:5]([O:6][CH:7]2[CH2:12][CH2:11][N:10]([CH2:13][C:14]3[CH:19]=[CH:18][C:17]([C:20]([OH:29])([C:25]([F:28])([F:27])[F:26])[C:21]([F:24])([F:23])[F:22])=[CH:16][CH:15]=3)[CH2:9][CH2:8]2)=[C:4]([Br:32])[CH:3]=1.Cl[C:34](OC1C=CC([N+]([O-])=O)=CC=1)=[O:35].[O:46]1[CH2:51][CH2:50][CH:49]([NH2:52])[CH2:48][CH2:47]1.C(N(CC)CC)C, predict the reaction product. The product is: [Br:32][C:4]1[CH:3]=[C:2]([NH:1][C:34]([NH:52][CH:49]2[CH2:50][CH2:51][O:46][CH2:47][CH2:48]2)=[O:35])[CH:31]=[CH:30][C:5]=1[O:6][CH:7]1[CH2:12][CH2:11][N:10]([CH2:13][C:14]2[CH:15]=[CH:16][C:17]([C:20]([OH:29])([C:25]([F:28])([F:26])[F:27])[C:21]([F:22])([F:23])[F:24])=[CH:18][CH:19]=2)[CH2:9][CH2:8]1. (4) The product is: [CH3:1][C:2]1[C:11]2[C:6](=[CH:7][CH:8]=[CH:9][CH:10]=2)[N:5]=[C:4]([CH2:12][N:13]2[C:22](=[O:23])[C:21]3[N:20]([CH2:24][C:25]#[C:26][CH3:27])[C:19]([N:28]4[CH2:33][CH2:32][CH2:31][C@@H:30]([NH2:34])[CH2:29]4)=[N:18][C:17]=3[N:16]([CH3:45])[C:14]2=[O:15])[N:3]=1. Given the reactants [CH3:1][C:2]1[C:11]2[C:6](=[CH:7][CH:8]=[CH:9][CH:10]=2)[N:5]=[C:4]([CH2:12][N:13]2[C:22](=[O:23])[C:21]3[N:20]([CH2:24][C:25]#[C:26][CH3:27])[C:19]([N:28]4[CH2:33][CH2:32][CH2:31][C@@H:30]([N:34]5C(=O)C6=CC=CC=C6C5=O)[CH2:29]4)=[N:18][C:17]=3[N:16]([CH3:45])[C:14]2=[O:15])[N:3]=1.C(CN)O, predict the reaction product. (5) The product is: [CH3:8][O:9][C:10]([C@@H:12]1[CH2:16][C@H:15]([N:17]=[N+:18]=[N-:19])[CH2:14][N:13]1[CH2:26][CH:20]1[CH2:25][CH2:24][CH2:23][CH2:22][CH2:21]1)=[O:11]. Given the reactants FC(F)(F)C(O)=O.[CH3:8][O:9][C:10]([C@@H:12]1[CH2:16][C@H:15]([N:17]=[N+:18]=[N-:19])[CH2:14][NH:13]1)=[O:11].[CH:20]1([CH:26]=O)[CH2:25][CH2:24][CH2:23][CH2:22][CH2:21]1.C(O)(=O)C.C(O[BH-](OC(=O)C)OC(=O)C)(=O)C.[Na+], predict the reaction product. (6) The product is: [CH2:15]([CH:22]1[CH2:27][CH2:26][N:25]([CH2:2][C:3]([NH:5][C:6]2[CH:11]=[CH:10][C:9]([N+:12]([O-:14])=[O:13])=[CH:8][CH:7]=2)=[O:4])[CH2:24][CH2:23]1)[C:16]1[CH:21]=[CH:20][CH:19]=[CH:18][CH:17]=1. Given the reactants Cl[CH2:2][C:3]([NH:5][C:6]1[CH:11]=[CH:10][C:9]([N+:12]([O-:14])=[O:13])=[CH:8][CH:7]=1)=[O:4].[CH2:15]([CH:22]1[CH2:27][CH2:26][NH:25][CH2:24][CH2:23]1)[C:16]1[CH:21]=[CH:20][CH:19]=[CH:18][CH:17]=1, predict the reaction product.